Task: Predict which catalyst facilitates the given reaction.. Dataset: Catalyst prediction with 721,799 reactions and 888 catalyst types from USPTO (1) Reactant: [CH2:1]([O:3][C:4](=[O:33])[C:5]([CH:17]([C:19]1[CH:24]=[CH:23][C:22]([O:25][CH2:26][C:27]2[CH:32]=[CH:31][CH:30]=[CH:29][CH:28]=2)=[CH:21][CH:20]=1)O)([O:10][C:11]1[CH:16]=[CH:15][CH:14]=[CH:13][CH:12]=1)[CH2:6][CH2:7][CH2:8][CH3:9])[CH3:2].N1C=CC=CC=1.[F:40][C:41]([F:52])([F:51])[C:42]([O:44]C(=O)C(F)(F)F)=[O:43].Cl. Product: [CH2:1]([O:3][C:4](=[O:33])[C:5]([CH2:17][C:19]1[CH:24]=[CH:23][C:22]([O:25][CH2:26][C:27]2[CH:32]=[CH:31][CH:30]=[CH:29][CH:28]=2)=[CH:21][CH:20]=1)([O:10][C:11]1[CH:16]=[CH:15][CH:14]=[CH:13][CH:12]=1)[CH:6]([O:44][C:42](=[O:43])[C:41]([F:52])([F:51])[F:40])[CH2:7][CH2:8][CH3:9])[CH3:2]. The catalyst class is: 2. (2) Reactant: [CH2:1]([O:8][N:9]1[C:15](=[O:16])[N:14]2[CH2:17][C@H:10]1[CH2:11][CH2:12][C@H:13]2[C:18]([OH:20])=[O:19])[C:2]1[CH:7]=[CH:6][CH:5]=[CH:4][CH:3]=1.[CH3:21][Si](C=[N+]=[N-])(C)C.CCCCCC. Product: [CH2:1]([O:8][N:9]1[C:15](=[O:16])[N:14]2[CH2:17][C@H:10]1[CH2:11][CH2:12][C@H:13]2[C:18]([O:20][CH3:21])=[O:19])[C:2]1[CH:7]=[CH:6][CH:5]=[CH:4][CH:3]=1. The catalyst class is: 224. (3) The catalyst class is: 354. Reactant: NC1C=C(/C=C/[N:14]2[C:22](=[O:23])[C:21]3[C:16](=[CH:17][CH:18]=[CH:19][CH:20]=3)[C:15]2=[O:24])C=C(C(F)(F)F)C=1.[H][H]. Product: [C:15]1(=[O:24])[C:16]2[C:21](=[CH:20][CH:19]=[CH:18][CH:17]=2)[C:22](=[O:23])[NH:14]1. (4) Reactant: I[C:2]1[CH:7]=[CH:6][CH:5]=[CH:4][C:3]=1[C:8]([F:11])([F:10])[F:9].[Li]CCCC.[CH2:17]1[O:20][CH:18]1[CH3:19]. Product: [F:9][C:8]([F:11])([F:10])[C:3]1[CH:4]=[CH:5][CH:6]=[CH:7][C:2]=1[CH2:17][CH:18]([OH:20])[CH3:19]. The catalyst class is: 134. (5) Reactant: [S:1]([N:11]1[C:15]2=[N:16][CH:17]=[CH:18][CH:19]=[C:14]2[C:13]([C:20]2[CH:21]=[C:22]([NH:25]C(=O)OC(C)(C)C)[S:23][CH:24]=2)=[CH:12]1)([C:4]1[CH:10]=[CH:9][C:7]([CH3:8])=[CH:6][CH:5]=1)(=[O:3])=[O:2].C(O)(C(F)(F)F)=O. Product: [C:7]1([CH3:8])[CH:6]=[CH:5][C:4]([S:1]([N:11]2[C:15]3=[N:16][CH:17]=[CH:18][CH:19]=[C:14]3[C:13]([C:20]3[CH:21]=[C:22]([NH2:25])[S:23][CH:24]=3)=[CH:12]2)(=[O:3])=[O:2])=[CH:10][CH:9]=1. The catalyst class is: 2. (6) Reactant: C(OC(=O)[NH:7][C@H:8]1[CH2:12][CH2:11][N:10]([C:13]([C:15]2[N:19]3[CH:20]=[C:21]([N:24]4[CH2:28][CH2:27][CH2:26][C@H:25]4[C:29]4[CH:34]=[C:33]([F:35])[CH:32]=[CH:31][C:30]=4[F:36])[CH:22]=[CH:23][C:18]3=[N:17][CH:16]=2)=[O:14])[CH2:9]1)(C)(C)C.Cl.O1CCOCC1. Product: [NH2:7][C@H:8]1[CH2:12][CH2:11][N:10]([C:13]([C:15]2[N:19]3[CH:20]=[C:21]([N:24]4[CH2:28][CH2:27][CH2:26][C@H:25]4[C:29]4[CH:34]=[C:33]([F:35])[CH:32]=[CH:31][C:30]=4[F:36])[CH:22]=[CH:23][C:18]3=[N:17][CH:16]=2)=[O:14])[CH2:9]1. The catalyst class is: 12. (7) Reactant: [CH3:1][C:2]1[CH:12]=[CH:11][C:10]([CH3:13])=[CH:9][C:3]=1[C:4]([CH2:6][C:7]#[N:8])=[O:5].C(O[C:17]([O:24][CH2:25][CH3:26])(OCC)OCC)C.C(OC(=O)C)(=O)C.[Cl:34][C:35]1[CH:40]=[C:39]([C:41]([F:44])([F:43])[F:42])[CH:38]=[C:37]([Cl:45])[C:36]=1[NH:46][NH2:47].C(N(CC)CC)C. Product: [NH2:8][C:7]1[N:46]([C:36]2[C:37]([Cl:45])=[CH:38][C:39]([C:41]([F:42])([F:43])[F:44])=[CH:40][C:35]=2[Cl:34])[N:47]=[C:17]([O:24][CH2:25][CH3:26])[C:6]=1[C:4](=[O:5])[C:3]1[CH:9]=[C:10]([CH3:13])[CH:11]=[CH:12][C:2]=1[CH3:1]. The catalyst class is: 161. (8) Reactant: [CH3:1][I:2].[NH:3]1[C:12]2[C:7](=[CH:8][CH:9]=[CH:10][CH:11]=2)[CH2:6][NH:5][C:4]1=[S:13]. Product: [IH:2].[CH3:1][S:13][C:4]1[NH:5][CH2:6][C:7]2[C:12](=[CH:11][CH:10]=[CH:9][CH:8]=2)[N:3]=1. The catalyst class is: 8. (9) Reactant: [NH2:1][C@H:2]([C:5]1[CH:10]=[CH:9][CH:8]=[CH:7][CH:6]=1)[CH2:3][OH:4].CCN(CC)CC.[Cl:18][CH2:19][C:20](Cl)=[O:21]. Product: [Cl:18][CH2:19][C:20]([NH:1][C@H:2]([C:5]1[CH:10]=[CH:9][CH:8]=[CH:7][CH:6]=1)[CH2:3][OH:4])=[O:21]. The catalyst class is: 1. (10) Reactant: Cl[CH2:2][C:3]1[O:7][C:6]([C@H:8]2[CH2:13][CH2:12][C@H:11]([C:14]([O:16][CH3:17])=[O:15])[CH2:10][CH2:9]2)=[N:5][N:4]=1.C(=O)([O-])[O-].[K+].[K+].[CH3:24][NH:25][CH3:26]. Product: [CH3:24][N:25]([CH2:2][C:3]1[O:7][C:6]([C@H:8]2[CH2:13][CH2:12][C@H:11]([C:14]([O:16][CH3:17])=[O:15])[CH2:10][CH2:9]2)=[N:5][N:4]=1)[CH3:26]. The catalyst class is: 1.